Dataset: NCI-60 drug combinations with 297,098 pairs across 59 cell lines. Task: Regression. Given two drug SMILES strings and cell line genomic features, predict the synergy score measuring deviation from expected non-interaction effect. (1) Drug 1: CC1=C2C(C(=O)C3(C(CC4C(C3C(C(C2(C)C)(CC1OC(=O)C(C(C5=CC=CC=C5)NC(=O)OC(C)(C)C)O)O)OC(=O)C6=CC=CC=C6)(CO4)OC(=O)C)OC)C)OC. Drug 2: CC(CN1CC(=O)NC(=O)C1)N2CC(=O)NC(=O)C2. Cell line: MALME-3M. Synergy scores: CSS=20.4, Synergy_ZIP=-5.57, Synergy_Bliss=-5.36, Synergy_Loewe=-10.1, Synergy_HSA=-2.65. (2) Drug 1: C1CN1P(=S)(N2CC2)N3CC3. Drug 2: C(CC(=O)O)C(=O)CN.Cl. Cell line: CAKI-1. Synergy scores: CSS=7.14, Synergy_ZIP=-9.35, Synergy_Bliss=-12.1, Synergy_Loewe=-8.26, Synergy_HSA=-7.83.